From a dataset of Full USPTO retrosynthesis dataset with 1.9M reactions from patents (1976-2016). Predict the reactants needed to synthesize the given product. (1) The reactants are: [Br:1][C:2]1[CH:3]=[C:4]2[C:8](=[CH:9][CH:10]=1)[N:7](C1CCCCO1)[N:6]=[C:5]2[C:17]1[N:22]=[C:21]([O:23][C@H:24]2[CH2:31][N:30](C(OC(C)(C)C)=O)[CH2:29][CH2:28][C:25]32[CH2:27][CH2:26]3)[CH:20]=[N:19][CH:18]=1.[ClH:39]. Given the product [ClH:39].[ClH:39].[CH2:27]1[C:25]2([CH2:28][CH2:29][NH:30][CH2:31][C@@H:24]2[O:23][C:21]2[N:22]=[C:17]([C:5]3[C:4]4[C:8](=[CH:9][CH:10]=[C:2]([Br:1])[CH:3]=4)[NH:7][N:6]=3)[CH:18]=[N:19][CH:20]=2)[CH2:26]1, predict the reactants needed to synthesize it. (2) Given the product [CH3:6][N:7]1[C:12]2=[C:13]([CH:28]=[O:29])[NH:14][C:15]([C:16]3[CH:21]=[CH:20][CH:19]=[CH:18][CH:17]=3)=[C:11]2[C:10](=[O:22])[N:9]([CH3:23])[C:8]1=[O:24], predict the reactants needed to synthesize it. The reactants are: P(Cl)(Cl)(Cl)=O.[CH3:6][N:7]1[C:12]2=[CH:13][NH:14][C:15]([C:16]3[CH:21]=[CH:20][CH:19]=[CH:18][CH:17]=3)=[C:11]2[C:10](=[O:22])[N:9]([CH3:23])[C:8]1=[O:24].CN([CH:28]=[O:29])C. (3) Given the product [CH2:1]([S:3]([NH:6][CH2:7][C:8]1[CH:13]=[CH:12][C:11]([CH:14]([CH3:18])[C:15]([NH:32][CH2:31][C:30]2[C:25]([N:20]3[CH2:24][CH2:23][CH2:22][CH2:21]3)=[N:26][C:27]([C:33]([F:36])([F:34])[F:35])=[CH:28][CH:29]=2)=[O:17])=[CH:10][C:9]=1[F:19])(=[O:4])=[O:5])[CH3:2], predict the reactants needed to synthesize it. The reactants are: [CH2:1]([S:3]([NH:6][CH2:7][C:8]1[CH:13]=[CH:12][C:11]([CH:14]([CH3:18])[C:15]([OH:17])=O)=[CH:10][C:9]=1[F:19])(=[O:5])=[O:4])[CH3:2].[N:20]1([C:25]2[C:30]([CH2:31][NH2:32])=[CH:29][CH:28]=[C:27]([C:33]([F:36])([F:35])[F:34])[N:26]=2)[CH2:24][CH2:23][CH2:22][CH2:21]1.ON1C2C=CC=CC=2N=N1.CN(C)CCCN=C=NCC.C(N(CC)CC)C.